This data is from Peptide-MHC class I binding affinity with 185,985 pairs from IEDB/IMGT. The task is: Regression. Given a peptide amino acid sequence and an MHC pseudo amino acid sequence, predict their binding affinity value. This is MHC class I binding data. (1) The peptide sequence is RRLAARGIL. The MHC is HLA-B27:05 with pseudo-sequence HLA-B27:05. The binding affinity (normalized) is 0.724. (2) The peptide sequence is FRYVYTDNA. The MHC is Mamu-B17 with pseudo-sequence Mamu-B17. The binding affinity (normalized) is 0.266. (3) The peptide sequence is LSPGMMMGM. The MHC is BoLA-AW10 with pseudo-sequence BoLA-AW10. The binding affinity (normalized) is 0.323. (4) The peptide sequence is WMMAMRYPI. The MHC is BoLA-AW10 with pseudo-sequence BoLA-AW10. The binding affinity (normalized) is 0.0641. (5) The peptide sequence is ELSPRWYFY. The MHC is HLA-A24:02 with pseudo-sequence HLA-A24:02. The binding affinity (normalized) is 0.123.